This data is from Catalyst prediction with 721,799 reactions and 888 catalyst types from USPTO. The task is: Predict which catalyst facilitates the given reaction. Reactant: [F:1][C:2]([F:16])([F:15])[C:3]1([C:6]2[C:10]3[CH2:11][NH:12][CH2:13][CH2:14][C:9]=3[NH:8][N:7]=2)[CH2:5][CH2:4]1.[Cl:17][C:18]1[CH:19]=[C:20]([NH:24][C:25](=O)[O:26]C2C=CC=CC=2)[CH:21]=[CH:22][CH:23]=1. Product: [Cl:17][C:18]1[CH:19]=[C:20]([NH:24][C:25]([N:12]2[CH2:13][CH2:14][C:9]3[NH:8][N:7]=[C:6]([C:3]4([C:2]([F:1])([F:15])[F:16])[CH2:5][CH2:4]4)[C:10]=3[CH2:11]2)=[O:26])[CH:21]=[CH:22][CH:23]=1. The catalyst class is: 2.